This data is from Reaction yield outcomes from USPTO patents with 853,638 reactions. The task is: Predict the reaction yield, written as a fraction of the theoretical maximum amount of product (1.0 means a 100% yield; for example, 0.34 means a 34% yield). (1) The reactants are [CH2:1]([C:3]1[C:4]2[CH:5]=[CH:6][C:7]([O:26][CH3:27])=[C:8]([O:24][CH3:25])[C:9]=2[CH2:10][NH+:11]2[CH2:20][CH2:19][C:18]3[C:13](=[CH:14][C:15]4[O:23][CH2:22][O:21][C:16]=4[CH:17]=3)[C:12]=12)[CH3:2].[I-].[CH2:29]([Mg]Cl)[CH:30]=[CH2:31].O1CCCC1. The catalyst is C(OCC)C. The product is [CH2:31]([CH:10]1[N:11]2[CH2:20][CH2:19][C:18]3[C:13]([C:12]2=[C:3]([CH2:1][CH3:2])[C:4]2[CH:5]=[CH:6][C:7]([O:26][CH3:27])=[C:8]([O:24][CH3:25])[C:9]1=2)=[CH:14][C:15]1[O:23][CH2:22][O:21][C:16]=1[CH:17]=3)[CH:30]=[CH2:29]. The yield is 0.980. (2) The reactants are [F:1][C:2]1[CH:3]=[C:4]([C@H:8]2[CH2:12][CH2:11][CH2:10][N:9]2[C:13]2[CH:18]=[CH:17][N:16]3[N:19]=[CH:20][C:21]([NH2:22])=[C:15]3[N:14]=2)[CH:5]=[CH:6][CH:7]=1.[CH3:23][N:24]1[CH:28]=[CH:27][N:26]=[C:25]1[C:29](O)=[O:30].CN(C(ON1N=NC2C=CC=NC1=2)=[N+](C)C)C.F[P-](F)(F)(F)(F)F.CCN(C(C)C)C(C)C. The catalyst is CCOC(C)=O.CN(C=O)C. The product is [F:1][C:2]1[CH:3]=[C:4]([C@H:8]2[CH2:12][CH2:11][CH2:10][N:9]2[C:13]2[CH:18]=[CH:17][N:16]3[N:19]=[CH:20][C:21]([NH:22][C:29]([C:25]4[N:24]([CH3:23])[CH:28]=[CH:27][N:26]=4)=[O:30])=[C:15]3[N:14]=2)[CH:5]=[CH:6][CH:7]=1. The yield is 0.680. (3) The reactants are [NH:1]1[CH2:6][CH2:5][C:4](=[C:7]([C:10]2[CH:15]=[CH:14][CH:13]=[CH:12][N:11]=2)[C:8]#[N:9])[CH2:3][CH2:2]1.[CH3:16][CH2:17][N:18](CC)CC.ClCC#N. The catalyst is C1COCC1. The product is [C:17]([CH2:16][N:1]1[CH2:6][CH2:5][C:4](=[C:7]([C:10]2[CH:15]=[CH:14][CH:13]=[CH:12][N:11]=2)[C:8]#[N:9])[CH2:3][CH2:2]1)#[N:18]. The yield is 0.710. (4) The reactants are Cl.[N:2]1([C:8]2[N:9]=[CH:10][CH:11]=[C:12]3[CH:16]=[CH:15][S:14][C:13]=23)[CH2:7][CH2:6][NH:5][CH2:4][CH2:3]1.CCN(C(C)C)C(C)C.O=[CH:27][CH2:28][C@H:29]1[CH2:34][CH2:33][C@H:32]([NH:35][C:36](=[O:38])[CH3:37])[CH2:31][CH2:30]1. The catalyst is C1COCC1. The product is [S:14]1[C:13]2=[C:8]([N:2]3[CH2:3][CH2:4][N:5]([CH2:27][CH2:28][C@H:29]4[CH2:34][CH2:33][C@H:32]([NH:35][C:36](=[O:38])[CH3:37])[CH2:31][CH2:30]4)[CH2:6][CH2:7]3)[N:9]=[CH:10][CH:11]=[C:12]2[CH:16]=[CH:15]1. The yield is 0.360. (5) The catalyst is C1COCC1. The product is [Br:10][C:11]1[CH:12]=[C:13]([CH:14]=[CH:15][CH:16]=1)[CH2:17][N:6]1[C:2]([CH3:1])=[N:3][C:4]([C:7]([NH2:9])=[O:8])=[N:5]1. The yield is 0.260. The reactants are [CH3:1][C:2]1[NH:6][N:5]=[C:4]([C:7]([NH2:9])=[O:8])[N:3]=1.[Br:10][C:11]1[CH:16]=[CH:15][CH:14]=[C:13]([CH2:17]Br)[CH:12]=1.C([O-])([O-])=O.[K+].[K+].